From a dataset of Full USPTO retrosynthesis dataset with 1.9M reactions from patents (1976-2016). Predict the reactants needed to synthesize the given product. (1) Given the product [Br:7][C:8]1[CH:9]=[C:10]2[C:15](=[CH:16][CH:17]=1)[CH:14]=[C:13]([CH2:18][OH:19])[CH:12]=[CH:11]2, predict the reactants needed to synthesize it. The reactants are: [H-].[Al+3].[Li+].[H-].[H-].[H-].[Br:7][C:8]1[CH:9]=[C:10]2[C:15](=[CH:16][CH:17]=1)[CH:14]=[C:13]([C:18](OC)=[O:19])[CH:12]=[CH:11]2. (2) Given the product [Cl:19][C:13]1[C:12]2[C:17](=[CH:18][C:9]([OH:8])=[C:10]([O:20][CH3:21])[CH:11]=2)[N:16]=[CH:15][CH:14]=1, predict the reactants needed to synthesize it. The reactants are: C([O:8][C:9]1[CH:18]=[C:17]2[C:12]([C:13]([Cl:19])=[CH:14][CH:15]=[N:16]2)=[CH:11][C:10]=1[O:20][CH3:21])C1C=CC=CC=1.C1(SC)C=CC=CC=1.CS(O)(=O)=O.